The task is: Predict the reactants needed to synthesize the given product.. This data is from Full USPTO retrosynthesis dataset with 1.9M reactions from patents (1976-2016). (1) Given the product [CH3:1][C:2]([CH3:34])([CH3:33])[C:3]#[C:4][C:5]1[S:9][C:8]([C:10]([OH:12])=[O:11])=[C:7]([N:14]([C:24](=[O:32])[C:25]2[CH:30]=[CH:29][C:28]([CH3:31])=[CH:27][CH:26]=2)[CH2:15][C:16]([N:18]2[CH2:23][CH2:22][O:21][CH2:20][CH2:19]2)=[O:17])[CH:6]=1, predict the reactants needed to synthesize it. The reactants are: [CH3:1][C:2]([CH3:34])([CH3:33])[C:3]#[C:4][C:5]1[S:9][C:8]([C:10]([O:12]C)=[O:11])=[C:7]([N:14]([C:24](=[O:32])[C:25]2[CH:30]=[CH:29][C:28]([CH3:31])=[CH:27][CH:26]=2)[CH2:15][C:16]([N:18]2[CH2:23][CH2:22][O:21][CH2:20][CH2:19]2)=[O:17])[CH:6]=1.C1COCC1.O[Li].O.Cl. (2) Given the product [F:1][C:2]1([F:33])[CH2:4][C@@H:3]1[CH2:5][O:6][C:7]1[N:12]=[C:11]([N:13]2[CH2:18][CH2:17][CH:16]([C:19]3[C:27]4[C:22](=[N:23][CH:24]=[CH:25][CH:26]=4)[NH:21][N:20]=3)[CH2:15][CH2:14]2)[N:10]=[C:9]([C:48]([NH:38][C@@H:36]([CH3:37])[C:35]([F:40])([F:39])[F:34])=[O:49])[N:8]=1, predict the reactants needed to synthesize it. The reactants are: [F:1][C:2]1([F:33])[CH2:4][C@@H:3]1[CH2:5][O:6][C:7]1[N:12]=[C:11]([N:13]2[CH2:18][CH2:17][CH:16]([C:19]3[C:27]4[C:22](=[N:23][CH:24]=[CH:25][CH:26]=4)[NH:21][N:20]=3)[CH2:15][CH2:14]2)[N:10]=[C:9](C(C#N)C#N)[N:8]=1.[F:34][C:35]([F:40])([F:39])[C@@H:36]([NH2:38])[CH3:37].C1C=C(Cl)C=C([C:48](OO)=[O:49])C=1. (3) Given the product [CH2:4]([O:6][C:7]1[CH:12]=[CH:11][C:10]([C:13]2[CH:18]=[CH:17][C:16]([CH:19]3[CH2:20][O:21][CH:22]([CH:25]4[CH2:30][CH2:29][CH:28]([CH2:31][CH2:32][CH3:33])[CH2:27][CH2:26]4)[CH2:23][CH2:24]3)=[C:15]([F:35])[C:14]=2[F:36])=[C:9]([F:37])[C:8]=1[F:38])[CH3:5], predict the reactants needed to synthesize it. The reactants are: ClCCl.[CH2:4]([O:6][C:7]1[CH:12]=[CH:11][C:10]([C:13]2[CH:18]=[CH:17][C:16]([CH:19]3[CH2:24][CH2:23][CH:22]([CH:25]4[CH2:30][CH2:29][CH:28]([CH2:31][CH2:32][CH3:33])[CH2:27][CH2:26]4)[O:21][CH:20]3O)=[C:15]([F:35])[C:14]=2[F:36])=[C:9]([F:37])[C:8]=1[F:38])[CH3:5].C([SiH](CC)CC)C. (4) Given the product [CH:33]1([CH2:32][CH:31]([N:4]2[C:3](=[O:15])[CH:2]=[C:7]([O:27][C:22]3[CH:23]=[CH:24][CH:25]=[CH:26][C:21]=3[CH:16]3[CH2:17][CH2:18][CH2:19][CH2:20]3)[CH:6]=[N:5]2)[C:30]([OH:29])=[O:39])[CH2:37][CH2:36][CH2:35][CH2:34]1, predict the reactants needed to synthesize it. The reactants are: Cl[C:2]1[C:3](=[O:15])[N:4](C2CCCCO2)[N:5]=[CH:6][C:7]=1Cl.[CH:16]1([C:21]2[CH:26]=[CH:25][CH:24]=[CH:23][C:22]=2[OH:27])[CH2:20][CH2:19][CH2:18][CH2:17]1.C[O:29][C:30](=[O:39])[CH:31](Br)[CH2:32][CH:33]1[CH2:37][CH2:36][CH2:35][CH2:34]1. (5) Given the product [CH2:1]([O:3][C:4]1[CH:9]=[C:8]([CH:10]=[O:11])[CH:7]=[CH:6][C:5]=1[C:12]1[CH:17]=[CH:16][C:15]([F:18])=[CH:14][C:13]=1[O:19][CH2:21][CH2:22][O:23][CH3:24])[CH3:2], predict the reactants needed to synthesize it. The reactants are: [CH2:1]([O:3][C:4]1[CH:9]=[C:8]([CH:10]=[O:11])[CH:7]=[CH:6][C:5]=1[C:12]1[CH:17]=[CH:16][C:15]([F:18])=[CH:14][C:13]=1[OH:19])[CH3:2].Br[CH2:21][CH2:22][O:23][CH3:24]. (6) Given the product [CH3:24][N:19]([C:14]1[CH:15]=[CH:16][CH:17]=[CH:18][C:13]=1[CH:11]([NH:10][C:6]1[C:5]2[N:4]([N:3]=[C:2]([NH:39][C:36]3[CH:35]=[CH:34][C:33]([N:30]4[CH2:29][CH2:28][N:27]([CH3:26])[CH2:32][CH2:31]4)=[CH:38][CH:37]=3)[N:25]=2)[CH:9]=[CH:8][CH:7]=1)[CH3:12])[S:20]([CH3:23])(=[O:22])=[O:21], predict the reactants needed to synthesize it. The reactants are: Cl[C:2]1[N:25]=[C:5]2[C:6]([NH:10][CH:11]([C:13]3[CH:18]=[CH:17][CH:16]=[CH:15][C:14]=3[N:19]([CH3:24])[S:20]([CH3:23])(=[O:22])=[O:21])[CH3:12])=[CH:7][CH:8]=[CH:9][N:4]2[N:3]=1.[CH3:26][N:27]1[CH2:32][CH2:31][N:30]([C:33]2[CH:38]=[CH:37][C:36]([NH2:39])=[CH:35][CH:34]=2)[CH2:29][CH2:28]1.C1(P(C2CCCCC2)C2C=CC=CC=2C2C=CC=CC=2P(C2CCCCC2)C2CCCCC2)CCCCC1.